This data is from Forward reaction prediction with 1.9M reactions from USPTO patents (1976-2016). The task is: Predict the product of the given reaction. The product is: [OH:15][CH2:14][C@@H:13]1[NH:16][C:4](=[O:3])[C:5]2[CH:10]=[CH:9][CH:8]=[CH:7][C:6]=2[CH:11]=[CH:12]1. Given the reactants C([O:3][C:4](=O)[C:5]1[CH:10]=[CH:9][CH:8]=[CH:7][C:6]=1[CH:11]=[CH:12][C@@H:13]([NH2:16])[CH2:14][OH:15])C.C1CCN2C(=NCCC2)CC1, predict the reaction product.